From a dataset of Catalyst prediction with 721,799 reactions and 888 catalyst types from USPTO. Predict which catalyst facilitates the given reaction. Reactant: [N:1]1[CH:6]=[CH:5][C:4]([C:7]2[CH:11]=[N:10][NH:9][C:8]=2[C:12]2[CH:29]=[CH:28][C:15]([O:16][CH2:17][C:18]3[CH:27]=[CH:26][C:25]4[C:20](=[CH:21][CH:22]=[CH:23][CH:24]=4)[N:19]=3)=[CH:14][CH:13]=2)=[CH:3][CH:2]=1.[F:30][C:31]([F:35])([F:34])[CH2:32]I.C(=O)([O-])[O-].[Cs+].[Cs+]. Product: [N:1]1[CH:2]=[CH:3][C:4]([C:7]2[C:8]([C:12]3[CH:13]=[CH:14][C:15]([O:16][CH2:17][C:18]4[CH:27]=[CH:26][C:25]5[C:20](=[CH:21][CH:22]=[CH:23][CH:24]=5)[N:19]=4)=[CH:28][CH:29]=3)=[N:9][N:10]([CH2:32][C:31]([F:35])([F:34])[F:30])[CH:11]=2)=[CH:5][CH:6]=1. The catalyst class is: 35.